This data is from Reaction yield outcomes from USPTO patents with 853,638 reactions. The task is: Predict the reaction yield, written as a fraction of the theoretical maximum amount of product (1.0 means a 100% yield; for example, 0.34 means a 34% yield). The reactants are [Br:1][C:2]1[CH:7]=[CH:6][N:5]=[C:4]([C:8]([OH:10])=O)[CH:3]=1.[O:11]1[CH:15]=[N:14][N:13]=[C:12]1[C:16]1[CH:17]=[C:18]([NH2:22])[CH:19]=[CH:20][CH:21]=1.F[P-](F)(F)(F)(F)F.N1(OC(N(C)C)=[N+](C)C)C2N=CC=CC=2N=N1.C(N(C(C)C)CC)(C)C. The catalyst is CN(C)C=O. The product is [O:11]1[CH:15]=[N:14][N:13]=[C:12]1[C:16]1[CH:17]=[C:18]([NH:22][C:8](=[O:10])[C:4]2[CH:3]=[C:2]([Br:1])[CH:7]=[CH:6][N:5]=2)[CH:19]=[CH:20][CH:21]=1. The yield is 0.810.